Dataset: Reaction yield outcomes from USPTO patents with 853,638 reactions. Task: Predict the reaction yield, written as a fraction of the theoretical maximum amount of product (1.0 means a 100% yield; for example, 0.34 means a 34% yield). (1) The reactants are [NH2:1][C:2]1[CH:7]=[C:6]([O:8][C:9]2[CH:14]=[CH:13][C:12]([NH:15][C:16]([C:18]3[C:19](=[O:31])[N:20]([C:25]4[CH:30]=[CH:29][CH:28]=[CH:27][CH:26]=4)[N:21]([CH3:24])[C:22]=3[CH3:23])=[O:17])=[CH:11][C:10]=2[Cl:32])[CH:5]=[CH:4][N:3]=1.CCN(CC)CC.[C:40](Cl)(=O)[O:41]C1C=CC=CC=1.[NH:50]1[CH2:55][CH2:54][O:53][CH2:52][CH2:51]1. The catalyst is C1COCC1. The product is [Cl:32][C:10]1[CH:11]=[C:12]([NH:15][C:16]([C:18]2[C:19](=[O:31])[N:20]([C:25]3[CH:26]=[CH:27][CH:28]=[CH:29][CH:30]=3)[N:21]([CH3:24])[C:22]=2[CH3:23])=[O:17])[CH:13]=[CH:14][C:9]=1[O:8][C:6]1[CH:5]=[CH:4][N:3]=[C:2]([NH:1][C:40]([N:50]2[CH2:55][CH2:54][O:53][CH2:52][CH2:51]2)=[O:41])[CH:7]=1. The yield is 0.254. (2) The reactants are [CH2:1]([N:8]([CH2:45][C:46]1[CH:51]=[CH:50][CH:49]=[CH:48][CH:47]=1)[CH:9]1[CH2:13][CH:12]([C:14](=[O:43])[CH2:15][N:16]([C:24]2[N:25]=[C:26]3[CH:32]=[CH:31][N:30]([S:33]([C:36]4[CH:42]=[CH:41][C:39]([CH3:40])=[CH:38][CH:37]=4)(=[O:35])=[O:34])[C:27]3=[N:28][CH:29]=2)C(=O)OC(C)(C)C)[CH:11]([CH3:44])[CH2:10]1)[C:2]1[CH:7]=[CH:6][CH:5]=[CH:4][CH:3]=1. The catalyst is Cl. The product is [CH2:45]([N:8]([CH2:1][C:2]1[CH:3]=[CH:4][CH:5]=[CH:6][CH:7]=1)[CH:9]1[CH2:13][CH:12]([C:14](=[O:43])[CH2:15][NH:16][C:24]2[N:25]=[C:26]3[CH:32]=[CH:31][N:30]([S:33]([C:36]4[CH:37]=[CH:38][C:39]([CH3:40])=[CH:41][CH:42]=4)(=[O:35])=[O:34])[C:27]3=[N:28][CH:29]=2)[CH:11]([CH3:44])[CH2:10]1)[C:46]1[CH:51]=[CH:50][CH:49]=[CH:48][CH:47]=1. The yield is 0.980.